Dataset: Full USPTO retrosynthesis dataset with 1.9M reactions from patents (1976-2016). Task: Predict the reactants needed to synthesize the given product. (1) Given the product [Cl:33][C:30]1[CH:29]=[CH:28][C:27]([C@@H:9]([C:6]2[CH:5]=[CH:4][C:3]([CH2:2][N:37]3[CH2:38][CH2:39][NH:34][C:35](=[O:40])[CH2:36]3)=[CH:8][CH:7]=2)[N:10]2[CH2:13][C:12](=[C:14]([C:19]3[CH:24]=[C:23]([F:25])[CH:22]=[C:21]([F:26])[CH:20]=3)[S:15]([CH3:18])(=[O:17])=[O:16])[CH2:11]2)=[CH:32][CH:31]=1, predict the reactants needed to synthesize it. The reactants are: Cl[CH2:2][C:3]1[CH:8]=[CH:7][C:6]([C@H:9]([C:27]2[CH:32]=[CH:31][C:30]([Cl:33])=[CH:29][CH:28]=2)[N:10]2[CH2:13][C:12](=[C:14]([C:19]3[CH:24]=[C:23]([F:25])[CH:22]=[C:21]([F:26])[CH:20]=3)[S:15]([CH3:18])(=[O:17])=[O:16])[CH2:11]2)=[CH:5][CH:4]=1.[NH:34]1[CH2:39][CH2:38][NH:37][CH2:36][C:35]1=[O:40]. (2) Given the product [CH3:16][S:14][C:13]([CH:8]1[C:6](=[O:7])[CH2:5][C:4]([CH3:12])([CH3:3])[CH2:11][C:9]1=[O:10])=[S:15], predict the reactants needed to synthesize it. The reactants are: [H-].[Na+].[CH3:3][C:4]1([CH3:12])[CH2:11][C:9](=[O:10])[CH2:8][C:6](=[O:7])[CH2:5]1.[C:13](=[S:15])=[S:14].[CH3:16]I.Cl. (3) Given the product [CH3:18][O:17][C:14]1[CH:13]=[CH:12][C:11]([CH2:10][O:9][C:7]([NH:6][CH2:5][CH:4]([CH3:23])[C:3]([OH:2])=[O:20])=[O:8])=[CH:16][CH:15]=1, predict the reactants needed to synthesize it. The reactants are: C[O:2][C:3](=[O:20])[CH2:4][CH:5](C)[NH:6][C:7]([O:9][CH2:10][C:11]1[CH:16]=[CH:15][C:14]([O:17][CH3:18])=[CH:13][CH:12]=1)=[O:8].[OH-].[Li+].[CH3:23]O. (4) Given the product [NH:26]1[C:30]2[CH:31]=[C:32]([N:35]3[CH:39]([C:40]4[CH:41]=[CH:42][C:43]([O:46][CH:47]5[CH2:52][CH2:51][CH2:50][CH2:49][CH2:48]5)=[CH:44][CH:45]=4)[C:38]([CH3:53])=[C:37]([O:54][CH3:3])[C:36]3=[O:55])[CH:33]=[CH:34][C:29]=2[N:28]=[CH:27]1, predict the reactants needed to synthesize it. The reactants are: [OH-].[K+].[CH3:3]C1C=CC(S(N(N=O)C)(=O)=O)=CC=1.C(O)CO.CCOCC.[NH:26]1[C:30]2[CH:31]=[C:32]([N:35]3[CH:39]([C:40]4[CH:45]=[CH:44][C:43]([O:46][CH:47]5[CH2:52][CH2:51][CH2:50][CH2:49][CH2:48]5)=[CH:42][CH:41]=4)[C:38]([CH3:53])=[C:37]([OH:54])[C:36]3=[O:55])[CH:33]=[CH:34][C:29]=2[N:28]=[CH:27]1. (5) Given the product [C:27]([C:31]1[CH:51]=[CH:50][C:34]([CH2:35][N:36]2[CH:40]=[C:39]([C:2]3[C:10]4[C:5](=[N:6][CH:7]=[C:8]([C:11]5[CH:12]=[N:13][N:14]([CH3:16])[CH:15]=5)[CH:9]=4)[N:4]([S:17]([C:20]4[CH:26]=[CH:25][C:23]([CH3:24])=[CH:22][CH:21]=4)(=[O:19])=[O:18])[CH:3]=3)[CH:38]=[N:37]2)=[CH:33][CH:32]=1)([CH3:30])([CH3:28])[CH3:29], predict the reactants needed to synthesize it. The reactants are: I[C:2]1[C:10]2[C:5](=[N:6][CH:7]=[C:8]([C:11]3[CH:12]=[N:13][N:14]([CH3:16])[CH:15]=3)[CH:9]=2)[N:4]([S:17]([C:20]2[CH:26]=[CH:25][C:23]([CH3:24])=[CH:22][CH:21]=2)(=[O:19])=[O:18])[CH:3]=1.[C:27]([C:31]1[CH:51]=[CH:50][C:34]([CH2:35][N:36]2[CH:40]=[C:39](B3OC(C)(C)C(C)(C)O3)[CH:38]=[N:37]2)=[CH:33][CH:32]=1)([CH3:30])([CH3:29])[CH3:28].C1(C)C=CC=CC=1.C(O)C.O.C(=O)([O-])[O-].[Na+].[Na+].